This data is from NCI-60 drug combinations with 297,098 pairs across 59 cell lines. The task is: Regression. Given two drug SMILES strings and cell line genomic features, predict the synergy score measuring deviation from expected non-interaction effect. (1) Drug 1: C1CN1P(=S)(N2CC2)N3CC3. Drug 2: CC12CCC3C(C1CCC2OP(=O)(O)O)CCC4=C3C=CC(=C4)OC(=O)N(CCCl)CCCl.[Na+]. Synergy scores: CSS=7.34, Synergy_ZIP=-1.86, Synergy_Bliss=0.205, Synergy_Loewe=0.571, Synergy_HSA=1.58. Cell line: OVCAR-8. (2) Drug 1: CN1CCC(CC1)COC2=C(C=C3C(=C2)N=CN=C3NC4=C(C=C(C=C4)Br)F)OC. Drug 2: CCN(CC)CCCC(C)NC1=C2C=C(C=CC2=NC3=C1C=CC(=C3)Cl)OC. Cell line: HOP-92. Synergy scores: CSS=39.3, Synergy_ZIP=-7.91, Synergy_Bliss=-5.93, Synergy_Loewe=-3.83, Synergy_HSA=-2.28. (3) Drug 1: CS(=O)(=O)OCCCCOS(=O)(=O)C. Drug 2: C1C(C(OC1N2C=NC(=NC2=O)N)CO)O. Cell line: OVCAR3. Synergy scores: CSS=-14.2, Synergy_ZIP=10.5, Synergy_Bliss=-9.45, Synergy_Loewe=-54.3, Synergy_HSA=-33.0.